From a dataset of Catalyst prediction with 721,799 reactions and 888 catalyst types from USPTO. Predict which catalyst facilitates the given reaction. (1) Reactant: [CH2:1]([C@@H:8]([C@H:58]([OH:77])[CH2:59][N:60]([S:65]([C:68]1[CH:73]=[CH:72][C:71]([N+:74]([O-])=O)=[CH:70][CH:69]=1)(=[O:67])=[O:66])[CH2:61][CH:62]([CH3:64])[CH3:63])[NH:9][C:10](=[O:57])[O:11][CH2:12][CH2:13][CH2:14][NH:15][C:16](=[O:56])[CH2:17][O:18][C:19]1[CH:20]=[C:21]([C@H:25]([O:38][C:39]([C@@H:41]2[CH2:46][CH2:45][CH2:44][CH2:43][N:42]2[C:47](=[O:55])[C:48](=[O:54])[C:49]([CH3:53])([CH3:52])[CH2:50][CH3:51])=[O:40])[CH2:26][CH2:27][C:28]2[CH:33]=[CH:32][C:31]([O:34][CH3:35])=[C:30]([O:36][CH3:37])[CH:29]=2)[CH:22]=[CH:23][CH:24]=1)[C:2]1[CH:7]=[CH:6][CH:5]=[CH:4][CH:3]=1. Product: [NH2:74][C:71]1[CH:70]=[CH:69][C:68]([S:65]([N:60]([CH2:61][CH:62]([CH3:63])[CH3:64])[CH2:59][C@@H:58]([OH:77])[C@H:8]([CH2:1][C:2]2[CH:7]=[CH:6][CH:5]=[CH:4][CH:3]=2)[NH:9][C:10](=[O:57])[O:11][CH2:12][CH2:13][CH2:14][NH:15][C:16](=[O:56])[CH2:17][O:18][C:19]2[CH:20]=[C:21]([C@H:25]([O:38][C:39]([C@@H:41]3[CH2:46][CH2:45][CH2:44][CH2:43][N:42]3[C:47](=[O:55])[C:48](=[O:54])[C:49]([CH3:52])([CH3:53])[CH2:50][CH3:51])=[O:40])[CH2:26][CH2:27][C:28]3[CH:33]=[CH:32][C:31]([O:34][CH3:35])=[C:30]([O:36][CH3:37])[CH:29]=3)[CH:22]=[CH:23][CH:24]=2)(=[O:66])=[O:67])=[CH:73][CH:72]=1. The catalyst class is: 171. (2) Product: [S:8]1[CH:9]=[CH:10][N:11]=[C:7]1[C:19]1([OH:22])[CH2:20][CH2:21][C:16]2([O:15][CH2:14][CH2:13][O:12]2)[CH2:17][CH2:18]1. The catalyst class is: 27. Reactant: C([Li])CCC.Br[C:7]1[S:8][CH:9]=[CH:10][N:11]=1.[O:12]1[C:16]2([CH2:21][CH2:20][C:19](=[O:22])[CH2:18][CH2:17]2)[O:15][CH2:14][CH2:13]1. (3) The catalyst class is: 501. Reactant: C(O[C:4](=O)[CH2:5][CH2:6][N:7]1[CH2:11][CH2:10][CH2:9][C@H:8]1[CH3:12])C.[Br:14][C:15]1[CH:16]=[C:17]([NH2:22])[C:18]([NH2:21])=[CH:19][CH:20]=1.O=P12OP3(OP(OP(O3)(O1)=O)(=O)O2)=O. Product: [Br:14][C:15]1[CH:20]=[CH:19][C:18]2[NH:21][C:4]([CH2:5][CH2:6][N:7]3[CH2:11][CH2:10][CH2:9][C@H:8]3[CH3:12])=[N:22][C:17]=2[CH:16]=1. (4) Reactant: [CH3:1][O:2][C:3]1[CH:8]=[CH:7][CH:6]=[C:5]([N+:9]([O-:11])=[O:10])[C:4]=1[S:12]([NH2:15])(=[O:14])=[O:13].CO[CH:18](OC)[N:19]([CH3:21])[CH3:20]. Product: [CH3:18][N:19]([CH3:21])[CH:20]=[N:15][S:12]([C:4]1[C:3]([O:2][CH3:1])=[CH:8][CH:7]=[CH:6][C:5]=1[N+:9]([O-:11])=[O:10])(=[O:14])=[O:13]. The catalyst class is: 3. (5) Reactant: C[Si](C)(C)CCOC[N:7](COCC[Si](C)(C)C)[C:8]1[N:13]2[N:14]=[CH:15][C:16]([C:17]3[CH:18]=[N:19][N:20]([C:22]4[CH:27]=[CH:26][CH:25]=[CH:24][CH:23]=4)[CH:21]=3)=[C:12]2[N:11]=[C:10]([CH:28]2[CH2:33][CH2:32][C:31]([CH2:35][OH:36])([OH:34])[CH2:30][CH2:29]2)[C:9]=1[Br:37].Cl. Product: [NH2:7][C:8]1[N:13]2[N:14]=[CH:15][C:16]([C:17]3[CH:18]=[N:19][N:20]([C:22]4[CH:23]=[CH:24][CH:25]=[CH:26][CH:27]=4)[CH:21]=3)=[C:12]2[N:11]=[C:10]([CH:28]2[CH2:33][CH2:32][C:31]([CH2:35][OH:36])([OH:34])[CH2:30][CH2:29]2)[C:9]=1[Br:37]. The catalyst class is: 12.